This data is from Forward reaction prediction with 1.9M reactions from USPTO patents (1976-2016). The task is: Predict the product of the given reaction. (1) Given the reactants [Cl:1][C:2]1[C:10]2[N:9]=[N:8][N:7]([CH2:11][CH:12]3[CH2:14][CH2:13]3)[C:6]=2[CH:5]=[CH:4][C:3]=1[C:15]1[CH:20]=[CH:19][C:18]([CH2:21][OH:22])=[CH:17][CH:16]=1.C(N(CC)C(C)C)(C)C.[CH3:32][S:33](Cl)(=[O:35])=[O:34].[Cl-].[NH4+], predict the reaction product. The product is: [CH3:32][S:33]([O:22][CH2:21][C:18]1[CH:17]=[CH:16][C:15]([C:3]2[CH:4]=[CH:5][C:6]3[N:7]([CH2:11][CH:12]4[CH2:14][CH2:13]4)[N:8]=[N:9][C:10]=3[C:2]=2[Cl:1])=[CH:20][CH:19]=1)(=[O:35])=[O:34]. (2) Given the reactants [F:1][C:2]1[CH:7]=[CH:6][CH:5]=[CH:4][C:3]=1[N:8]1[C:12]2[CH:13]=[CH:14][CH:15]=[CH:16][C:11]=2[N:10]([CH2:17][CH2:18][CH2:19][N:20]2[CH2:25][CH2:24][CH:23]([NH:26]C(=O)OC(C)(C)C)[CH2:22][CH2:21]2)[S:9]1(=[O:35])=[O:34].[ClH:36], predict the reaction product. The product is: [ClH:36].[ClH:36].[F:1][C:2]1[CH:7]=[CH:6][CH:5]=[CH:4][C:3]=1[N:8]1[C:12]2[CH:13]=[CH:14][CH:15]=[CH:16][C:11]=2[N:10]([CH2:17][CH2:18][CH2:19][N:20]2[CH2:25][CH2:24][CH:23]([NH2:26])[CH2:22][CH2:21]2)[S:9]1(=[O:35])=[O:34]. (3) The product is: [OH:39][CH2:2][CH2:1][N:3]([CH3:33])[C:4](=[O:32])[CH:5]([CH2:22][C:23]1[CH:24]=[CH:25][C:26]([N+:29]([O-:31])=[O:30])=[CH:27][CH:28]=1)[C:6]([NH:8][S:9]([C:12]1[CH:21]=[CH:20][C:19]2[C:14](=[CH:15][CH:16]=[CH:17][CH:18]=2)[CH:13]=1)(=[O:11])=[O:10])=[O:7]. Given the reactants [CH2:1]([N:3]([CH2:33]C)[C:4](=[O:32])[CH:5]([CH2:22][C:23]1[CH:28]=[CH:27][C:26]([N+:29]([O-:31])=[O:30])=[CH:25][CH:24]=1)[C:6]([NH:8][S:9]([C:12]1[CH:21]=[CH:20][C:19]2[C:14](=[CH:15][CH:16]=[CH:17][CH:18]=2)[CH:13]=1)(=[O:11])=[O:10])=[O:7])[CH3:2].CNCC[OH:39], predict the reaction product. (4) Given the reactants [C:1]1([CH3:35])[CH:6]=[CH:5][C:4]([C:7]2[N:8]=[C:9]3[C:14](=[CH:15][C:16]=2[C:17]2[CH:22]=[CH:21][C:20]([CH3:23])=[CH:19][CH:18]=2)[N:13]([CH2:24][CH2:25][CH2:26][CH2:27][CH2:28][CH2:29][C:30]([O:32]CC)=[O:31])[CH2:12][CH2:11][CH2:10]3)=[CH:3][CH:2]=1.[OH-].[Na+], predict the reaction product. The product is: [C:1]1([CH3:35])[CH:2]=[CH:3][C:4]([C:7]2[N:8]=[C:9]3[C:14](=[CH:15][C:16]=2[C:17]2[CH:22]=[CH:21][C:20]([CH3:23])=[CH:19][CH:18]=2)[N:13]([CH2:24][CH2:25][CH2:26][CH2:27][CH2:28][CH2:29][C:30]([OH:32])=[O:31])[CH2:12][CH2:11][CH2:10]3)=[CH:5][CH:6]=1. (5) Given the reactants [Cl:1][C:2]1[CH:10]=[CH:9][CH:8]=[C:7]2[C:3]=1[C:4]([C:16]([OH:18])=O)=[CH:5][N:6]2[CH2:11][CH2:12][CH:13]([F:15])[F:14].[NH2:19][CH2:20][C@:21]1([OH:28])[CH2:26][CH2:25][CH2:24][C@H:23]([CH3:27])[CH2:22]1.CCN(CC)CC.C1C=CC2N(O)N=NC=2C=1.C(Cl)CCl, predict the reaction product. The product is: [OH:28][C@@:21]1([CH2:20][NH:19][C:16]([C:4]2[C:3]3[C:7](=[CH:8][CH:9]=[CH:10][C:2]=3[Cl:1])[N:6]([CH2:11][CH2:12][CH:13]([F:14])[F:15])[CH:5]=2)=[O:18])[CH2:26][CH2:25][CH2:24][C@H:23]([CH3:27])[CH2:22]1. (6) Given the reactants [Cl:1][C:2]1[N:7]=[C:6]([C:8]2[C:16]3[C:11](=[CH:12][CH:13]=[C:14]([F:17])[CH:15]=3)[N:10](C(OC(C)(C)C)=O)[CH:9]=2)[CH:5]=[CH:4][N:3]=1.[NH2:25][C:26]1[CH:31]=[CH:30][C:29]([N:32]2[CH2:37][CH2:36][O:35][CH2:34][CH2:33]2)=[CH:28][CH:27]=1, predict the reaction product. The product is: [F:17][C:14]1[CH:15]=[C:16]2[C:11](=[CH:12][CH:13]=1)[NH:10][CH:9]=[C:8]2[C:6]1[CH:5]=[CH:4][N:3]=[C:2]([NH:25][C:26]2[CH:27]=[CH:28][C:29]([N:32]3[CH2:37][CH2:36][O:35][CH2:34][CH2:33]3)=[CH:30][CH:31]=2)[N:7]=1.[ClH:1]. (7) Given the reactants [CH3:1][O:2][C:3]1[C:9]([F:10])=[CH:8][CH:7]=[CH:6][C:4]=1[NH2:5].[Br:11]Br, predict the reaction product. The product is: [Br:11][C:8]1[CH:7]=[CH:6][C:4]([NH2:5])=[C:3]([O:2][CH3:1])[C:9]=1[F:10]. (8) Given the reactants Cl.[CH3:2][O:3][C:4](=[O:10])[C@@H:5]1[CH2:9][CH2:8][CH2:7][NH:6]1.[Cl:11][C:12]1[C:13]([OH:23])=[C:14]([S:19](Cl)(=[O:21])=[O:20])[CH:15]=[C:16]([Cl:18])[CH:17]=1, predict the reaction product. The product is: [CH3:2][O:3][C:4]([CH:5]1[CH2:9][CH2:8][CH2:7][N:6]1[S:19]([C:14]1[CH:15]=[C:16]([Cl:18])[CH:17]=[C:12]([Cl:11])[C:13]=1[OH:23])(=[O:20])=[O:21])=[O:10]. (9) The product is: [CH3:14][C:4]1[CH:3]=[C:2]([O:1][CH2:18][CH2:19][CH2:20][CH:21]([CH3:23])[CH3:22])[C:7]([CH3:8])=[CH:6][C:5]=1[N:9]=[CH:10][N:11]([CH3:12])[CH3:13]. Given the reactants [OH:1][C:2]1[C:7]([CH3:8])=[CH:6][C:5]([N:9]=[CH:10][N:11]([CH3:13])[CH3:12])=[C:4]([CH3:14])[CH:3]=1.[H-].[Na+].Br[CH2:18][CH2:19][CH2:20][CH:21]([CH3:23])[CH3:22].C(OCC)C, predict the reaction product. (10) Given the reactants [CH2:1]([C:7]1[CH:8]=[N:9][C:10]2[C:15]([CH:16]=1)=[CH:14][CH:13]=[CH:12][C:11]=2[C:17]([OH:19])=O)[CH2:2][CH2:3][CH2:4][CH2:5][CH3:6].[NH2:20][C:21]1[CH:22]=[C:23]([CH:32]=[CH:33][CH:34]=1)[O:24][CH2:25][C:26]([O:28][CH:29]([CH3:31])[CH3:30])=[O:27].CN1CCOCC1.CN(C(ON1N=NC2C=CC=NC1=2)=[N+](C)C)C.F[P-](F)(F)(F)(F)F, predict the reaction product. The product is: [CH2:1]([C:7]1[CH:8]=[N:9][C:10]2[C:15]([CH:16]=1)=[CH:14][CH:13]=[CH:12][C:11]=2[C:17]([NH:20][C:21]1[CH:22]=[C:23]([CH:32]=[CH:33][CH:34]=1)[O:24][CH2:25][C:26]([O:28][CH:29]([CH3:30])[CH3:31])=[O:27])=[O:19])[CH2:2][CH2:3][CH2:4][CH2:5][CH3:6].